This data is from Catalyst prediction with 721,799 reactions and 888 catalyst types from USPTO. The task is: Predict which catalyst facilitates the given reaction. (1) Reactant: [I:1][C:2]1[CH:8]=[CH:7][C:5]([NH2:6])=[C:4]([N+:9]([O-:11])=[O:10])[CH:3]=1.C(=O)([O-])[O-].[Cs+].[Cs+].[CH3:18][C:19]([O:22][C:23](O[C:23]([O:22][C:19]([CH3:21])([CH3:20])[CH3:18])=[O:24])=[O:24])([CH3:21])[CH3:20]. Product: [C:19]([O:22][C:23](=[O:24])[NH:6][C:5]1[CH:7]=[CH:8][C:2]([I:1])=[CH:3][C:4]=1[N+:9]([O-:11])=[O:10])([CH3:21])([CH3:20])[CH3:18]. The catalyst class is: 131. (2) Reactant: S(=O)(=O)(O)O.[Cl:6][C:7]1[S:8][C:9]2[CH:15]=[CH:14][CH:13]=[CH:12][C:10]=2[N:11]=1.[N+:16]([O-])([OH:18])=[O:17]. Product: [Cl:6][C:7]1[S:8][C:9]2[CH:15]=[C:14]([N+:16]([O-:18])=[O:17])[CH:13]=[CH:12][C:10]=2[N:11]=1. The catalyst class is: 6.